Dataset: Full USPTO retrosynthesis dataset with 1.9M reactions from patents (1976-2016). Task: Predict the reactants needed to synthesize the given product. (1) Given the product [CH3:21][S:17]([CH2:3][C:4]1([NH:7][C:8](=[O:14])[O:9][C:10]([CH3:13])([CH3:12])[CH3:11])[CH2:5][CH2:6]1)(=[O:19])=[O:16], predict the reactants needed to synthesize it. The reactants are: CS[CH2:3][C:4]1([NH:7][C:8](=[O:14])[O:9][C:10]([CH3:13])([CH3:12])[CH3:11])[CH2:6][CH2:5]1.O[O:16][S:17]([O-:19])=O.[K+].[C:21]([O-])(O)=O.[Na+]. (2) Given the product [CH2:26]([O:25][C:23]([NH:2][C@@H:3]([CH2:8][C:9]1[CH:14]=[CH:13][CH:12]=[CH:11][CH:10]=1)[C:4](=[O:7])[CH2:5][Cl:6])=[O:24])[C:27]1[CH:32]=[CH:31][CH:30]=[CH:29][CH:28]=1, predict the reactants needed to synthesize it. The reactants are: Cl.[NH2:2][C@@H:3]([CH2:8][C:9]1[CH:14]=[CH:13][CH:12]=[CH:11][CH:10]=1)[C:4](=[O:7])[CH2:5][Cl:6].C1(C)C=CC=CC=1.Cl[C:23]([O:25][CH2:26][C:27]1[CH:32]=[CH:31][CH:30]=[CH:29][CH:28]=1)=[O:24].C(=O)([O-])O.[Na+]. (3) Given the product [CH3:1][C:2]1[CH:31]=[CH:30][C:5]([C:6]([NH:8][C:9]2[C:22]3[C:21](=[O:23])[C:20]4[C:15](=[CH:16][CH:17]=[CH:18][CH:19]=4)[C:14](=[O:24])[C:13]=3[CH:12]=[CH:11][C:10]=2[NH:25][C:26](=[O:29])[CH2:27][N:45]2[CH2:46][CH2:47][N:42]([CH3:41])[CH2:43][CH2:44]2)=[O:7])=[CH:4][CH:3]=1, predict the reactants needed to synthesize it. The reactants are: [CH3:1][C:2]1[CH:31]=[CH:30][C:5]([C:6]([NH:8][C:9]2[C:22]3[C:21](=[O:23])[C:20]4[C:15](=[CH:16][CH:17]=[CH:18][CH:19]=4)[C:14](=[O:24])[C:13]=3[CH:12]=[CH:11][C:10]=2[NH:25][C:26](=[O:29])[CH2:27]Cl)=[O:7])=[CH:4][CH:3]=1.CCN(C(C)C)C(C)C.[CH3:41][N:42]1[CH2:47][CH2:46][NH:45][CH2:44][CH2:43]1.C(OCC)(=O)C. (4) Given the product [Cl:1][C:2]1[CH:22]=[C:21]([O:23][CH2:29][C:26]2[CH:27]=[CH:28][S:24][CH:25]=2)[CH:20]=[CH:19][C:3]=1[CH2:4][N:5]1[C:9]2=[N:10][C:11]([C:14]([O:16][CH3:17])=[O:15])=[CH:12][CH:13]=[C:8]2[N:7]=[C:6]1[CH3:18], predict the reactants needed to synthesize it. The reactants are: [Cl:1][C:2]1[CH:22]=[C:21]([OH:23])[CH:20]=[CH:19][C:3]=1[CH2:4][N:5]1[C:9]2=[N:10][C:11]([C:14]([O:16][CH3:17])=[O:15])=[CH:12][CH:13]=[C:8]2[N:7]=[C:6]1[CH3:18].[S:24]1[CH:28]=[CH:27][C:26]([CH2:29]O)=[CH:25]1.C1(P(C2C=CC=CC=2)C2C=CC=CC=2)C=CC=CC=1.N(C(OCC)=O)=NC(OCC)=O. (5) Given the product [O:1]1[CH2:2][CH2:3][N:4]([C:7]2[C:8]3[CH2:26][CH2:25][N:24]([C:28]4[N:33]=[CH:32][CH:31]=[CH:30][N:29]=4)[CH2:23][C:9]=3[N:10]=[C:11]([C:13]3[CH:22]=[CH:21][C:16]4[NH:17][C:18](=[O:20])[NH:19][C:15]=4[CH:14]=3)[N:12]=2)[CH2:5][CH2:6]1, predict the reactants needed to synthesize it. The reactants are: [O:1]1[CH2:6][CH2:5][N:4]([C:7]2[C:8]3[CH2:26][CH2:25][NH:24][CH2:23][C:9]=3[N:10]=[C:11]([C:13]3[CH:22]=[CH:21][C:16]4[NH:17][C:18](=[O:20])[NH:19][C:15]=4[CH:14]=3)[N:12]=2)[CH2:3][CH2:2]1.Cl[C:28]1[N:33]=[CH:32][CH:31]=[CH:30][N:29]=1.CN(C)C=O.C(N(CC)C(C)C)(C)C.